This data is from Catalyst prediction with 721,799 reactions and 888 catalyst types from USPTO. The task is: Predict which catalyst facilitates the given reaction. (1) Reactant: [N:1]1[C:10]2[C:9](=O)[CH2:8][CH2:7][CH2:6][C:5]=2[CH:4]=[CH:3][CH:2]=1.[C:12]([O:16][C:17](=[O:25])[N:18]([CH2:20][CH2:21][CH2:22][CH2:23][NH2:24])[CH3:19])([CH3:15])([CH3:14])[CH3:13].[BH-](OC(C)=O)(OC(C)=O)OC(C)=O.[Na+]. Product: [C:12]([O:16][C:17](=[O:25])[N:18]([CH3:19])[CH2:20][CH2:21][CH2:22][CH2:23][NH:24][CH:9]1[C:10]2[N:1]=[CH:2][CH:3]=[CH:4][C:5]=2[CH2:6][CH2:7][CH2:8]1)([CH3:15])([CH3:14])[CH3:13]. The catalyst class is: 2. (2) Reactant: [F:1][C:2]1[CH:7]=[CH:6][CH:5]=[C:4]([F:8])[C:3]=1[NH:9][C:10]([C@H:12]1[N:20]([C:21](=[O:48])[C@@H:22]([NH:26][C:27](=[O:47])[C@@H:28]([N:30]([CH2:41][CH2:42][S:43]([CH3:46])(=[O:45])=[O:44])C(=O)OCC2C=CC=CC=2)[CH3:29])[CH:23]([CH3:25])[CH3:24])[C:15]2=[N:16][CH:17]=[CH:18][CH:19]=[C:14]2[CH2:13]1)=[O:11]. Product: [F:8][C:4]1[CH:5]=[CH:6][CH:7]=[C:2]([F:1])[C:3]=1[NH:9][C:10]([C@H:12]1[N:20]([C:21](=[O:48])[C@@H:22]([NH:26][C:27](=[O:47])[C@@H:28]([NH:30][CH2:41][CH2:42][S:43]([CH3:46])(=[O:44])=[O:45])[CH3:29])[CH:23]([CH3:24])[CH3:25])[C:15]2=[N:16][CH:17]=[CH:18][CH:19]=[C:14]2[CH2:13]1)=[O:11]. The catalyst class is: 43. (3) Reactant: [NH2:1][C:2]1[CH:7]=[CH:6][CH:5]=[CH:4][C:3]=1[SH:8].[N+:9]([C:12]1[CH:20]=[CH:19][C:15]([C:16](Cl)=O)=[CH:14][CH:13]=1)([O-:11])=[O:10]. Product: [N+:9]([C:12]1[CH:20]=[CH:19][C:15]([C:16]2[S:8][C:3]3[CH:4]=[CH:5][CH:6]=[CH:7][C:2]=3[N:1]=2)=[CH:14][CH:13]=1)([O-:11])=[O:10]. The catalyst class is: 17. (4) Reactant: CCCC[N+](CCCC)(CCCC)CCCC.[F-].[CH3:19][C:20]1[CH:29]=[C:28]([C:30]#[C:31][Si](C)(C)C)[CH:27]=[CH:26][C:21]=1[O:22][CH2:23][CH2:24][OH:25].CCOC(C)=O. Product: [C:30]([C:28]1[CH:27]=[CH:26][C:21]([O:22][CH2:23][CH2:24][OH:25])=[C:20]([CH3:19])[CH:29]=1)#[CH:31]. The catalyst class is: 1. (5) Reactant: Cl.[N:2]1[C:11]2[C:6](=[CH:7][C:8](OB(O)O)=[CH:9][CH:10]=2)[N:5]=[CH:4][CH:3]=1.C(=O)([O-])[O-].[Na+].[Na+].Br[C:23]1[CH:24]=[N:25][N:26]([C:29]2[CH:34]=[CH:33][CH:32]=[CH:31][C:30]=2[CH3:35])[C:27]=1[NH2:28].O. Product: [N:2]1[C:11]2[C:6](=[CH:7][C:8]([C:23]3[CH:24]=[N:25][N:26]([C:29]4[CH:34]=[CH:33][CH:32]=[CH:31][C:30]=4[CH3:35])[C:27]=3[NH2:28])=[CH:9][CH:10]=2)[N:5]=[CH:4][CH:3]=1. The catalyst class is: 128. (6) Reactant: OC1[CH:7]([C:8]2[CH:13]=[CH:12][C:11](O)=[CH:10][CH:9]=2)CCN(C(OC(C)(C)C)=O)C1.ClCCCCOC1CCCCO1.BrCC1C=CC2C(=CC=CC=2)C=1.Cl.[OH:47][CH2:48][CH2:49][CH2:50][CH2:51][O:52][C:53]1[CH:58]=[CH:57][C:56]([CH:59]2[CH2:64][CH2:63][N:62]([C:65]([O:67][C:68]([CH3:71])([CH3:70])[CH3:69])=[O:66])[CH2:61][CH:60]2[O:72][CH2:73][C:74]2[CH:83]=[CH:82][C:81]3[C:76](=[CH:77][CH:78]=[CH:79][CH:80]=3)[CH:75]=2)=[CH:55][CH:54]=1.C(Br)C1C=CC=CC=1. Product: [CH2:7]([O:47][CH2:48][CH2:49][CH2:50][CH2:51][O:52][C:53]1[CH:58]=[CH:57][C:56]([CH:59]2[CH2:64][CH2:63][N:62]([C:65]([O:67][C:68]([CH3:71])([CH3:70])[CH3:69])=[O:66])[CH2:61][CH:60]2[O:72][CH2:73][C:74]2[CH:83]=[CH:82][C:81]3[C:76](=[CH:77][CH:78]=[CH:79][CH:80]=3)[CH:75]=2)=[CH:55][CH:54]=1)[C:8]1[CH:13]=[CH:12][CH:11]=[CH:10][CH:9]=1. The catalyst class is: 5. (7) Reactant: Br[C:2]1[CH:7]=[CH:6][C:5]([C@@:8]2([CH3:15])[C:12](=[O:13])[NH:11][C:10](=[O:14])[NH:9]2)=[CH:4][CH:3]=1.[Cu][C:17]#[N:18].O.Cl. Product: [C:17]([C:2]1[CH:7]=[CH:6][C:5]([C@@:8]2([CH3:15])[C:12](=[O:13])[NH:11][C:10](=[O:14])[NH:9]2)=[CH:4][CH:3]=1)#[N:18]. The catalyst class is: 39. (8) Reactant: [OH:1][CH2:2][C:3]([C:5]1[CH:10]=[CH:9][C:8]([C:11]#[N:12])=[CH:7][CH:6]=1)=O.Cl.[C:14]([O:18][C:19](=[O:23])[C@@H:20]([CH3:22])[NH2:21])([CH3:17])([CH3:16])[CH3:15].C(N(CC)CC)C.[BH4-].[Na+]. Product: [C:11]([C:8]1[CH:9]=[CH:10][C:5]([CH:3]([NH:21][C@@H:20]([C:19]([O:18][C:14]([CH3:17])([CH3:16])[CH3:15])=[O:23])[CH3:22])[CH2:2][OH:1])=[CH:6][CH:7]=1)#[N:12]. The catalyst class is: 100. (9) Reactant: [CH3:1][O:2][C:3]1[C:8]2[O:9][C:10]3([O:16][C:7]=2[C:6]([C:17]([OH:19])=[O:18])=[CH:5][CH:4]=1)[CH2:15][CH2:14][O:13][CH2:12][CH2:11]3.S(OC)(O[CH3:24])(=O)=O. Product: [CH3:1][O:2][C:3]1[C:8]2[O:9][C:10]3([O:16][C:7]=2[C:6]([C:17]([O:19][CH3:24])=[O:18])=[CH:5][CH:4]=1)[CH2:11][CH2:12][O:13][CH2:14][CH2:15]3. The catalyst class is: 21. (10) Reactant: C([O:4][C@H:5]1[C@H:12]([O:13]C(=O)C)[C:9]2([CH2:11][CH2:10]2)[O:8][C@@H:7]([C:17]2[CH:22]=[CH:21][C:20]([Cl:23])=[C:19]([CH2:24][C:25]3[CH:30]=[CH:29][C:28]([OH:31])=[CH:27][CH:26]=3)[CH:18]=2)[C@@H:6]1[O:32]C(=O)C)(=O)C.C[O-].[Na+]. Product: [Cl:23][C:20]1[CH:21]=[CH:22][C:17]([C@H:7]2[C@H:6]([OH:32])[C@@H:5]([OH:4])[C@H:12]([OH:13])[C:9]3([CH2:11][CH2:10]3)[O:8]2)=[CH:18][C:19]=1[CH2:24][C:25]1[CH:26]=[CH:27][C:28]([OH:31])=[CH:29][CH:30]=1. The catalyst class is: 5.